This data is from Forward reaction prediction with 1.9M reactions from USPTO patents (1976-2016). The task is: Predict the product of the given reaction. (1) The product is: [NH:18]1[CH2:17][CH2:16][CH:15]([N:10]2[CH2:11][C:12](=[O:14])[NH:13][C:9]2=[O:8])[CH2:20][CH2:19]1. Given the reactants FC(F)(F)C(O)=O.[O:8]=[C:9]1[NH:13][C:12](=[O:14])[CH2:11][N:10]1[CH:15]1[CH2:20][CH2:19][N:18](C(OC(C)(C)C)=O)[CH2:17][CH2:16]1, predict the reaction product. (2) The product is: [ClH:20].[NH2:9][CH2:10][C:11](=[O:17])[CH2:12][CH2:13][C:14]([O:7][CH:1]1[CH2:6][CH2:5][CH2:4][CH2:3][CH2:2]1)=[O:15]. Given the reactants [CH:1]1([OH:7])[CH2:6][CH2:5][CH2:4][CH2:3][CH2:2]1.Cl.[NH2:9][CH2:10][C:11](=[O:17])[CH2:12][CH2:13][C:14](O)=[O:15].S(Cl)([Cl:20])=O, predict the reaction product. (3) Given the reactants [Br:1][C:2]1[CH:3]=[C:4]([C:11]([NH:13][CH2:14][C:15]2[C:16](=[O:23])[NH:17][C:18]([CH3:22])=[CH:19][C:20]=2[CH3:21])=[O:12])[C:5]2[CH:10]=[N:9][NH:8][C:6]=2[N:7]=1.C([O-])([O-])=O.[K+].[K+].Cl[CH:31]=[C:32]([CH3:34])[CH3:33].O, predict the reaction product. The product is: [Br:1][C:2]1[CH:3]=[C:4]([C:11]([NH:13][CH2:14][C:15]2[C:16](=[O:23])[NH:17][C:18]([CH3:22])=[CH:19][C:20]=2[CH3:21])=[O:12])[C:5]2[CH:10]=[N:9][N:8]([CH2:33][C:32]([CH3:34])=[CH2:31])[C:6]=2[N:7]=1. (4) Given the reactants Br[C:2]1[CH:7]=[CH:6][N:5]=[C:4]2[N:8]([S:23]([C:26]3[CH:32]=[CH:31][C:29]([CH3:30])=[CH:28][CH:27]=3)(=[O:25])=[O:24])[C:9]([C:11]3[CH:16]=[CH:15][C:14]([N:17]4[CH2:22][CH2:21][O:20][CH2:19][CH2:18]4)=[CH:13][CH:12]=3)=[CH:10][C:3]=12.[O:33]1[CH2:38][CH2:37][CH:36]([O:39][C:40]2[CH:47]=[CH:46][C:45](B3OC(C)(C)C(C)(C)O3)=[CH:44][C:41]=2[C:42]#[N:43])[CH2:35][CH2:34]1.C([O-])([O-])=O.[Cs+].[Cs+], predict the reaction product. The product is: [O:20]1[CH2:19][CH2:18][N:17]([C:14]2[CH:15]=[CH:16][C:11]([C:9]3[N:8]([S:23]([C:26]4[CH:27]=[CH:28][C:29]([CH3:30])=[CH:31][CH:32]=4)(=[O:25])=[O:24])[C:4]4=[N:5][CH:6]=[CH:7][C:2]([C:45]5[CH:46]=[CH:47][C:40]([O:39][CH:36]6[CH2:37][CH2:38][O:33][CH2:34][CH2:35]6)=[C:41]([CH:44]=5)[C:42]#[N:43])=[C:3]4[CH:10]=3)=[CH:12][CH:13]=2)[CH2:22][CH2:21]1. (5) Given the reactants [N+:1]([C:4]1[CH:5]=[C:6]([CH:10]=[CH:11][CH2:12][CH2:13][CH2:14][N:15]2[C:23](=[O:24])[C:22]3[C:17](=[CH:18][CH:19]=[CH:20][CH:21]=3)[C:16]2=[O:25])[CH:7]=[CH:8][CH:9]=1)([O-])=O, predict the reaction product. The product is: [NH2:1][C:4]1[CH:5]=[C:6]([CH2:10][CH2:11][CH2:12][CH2:13][CH2:14][N:15]2[C:23](=[O:24])[C:22]3[C:17](=[CH:18][CH:19]=[CH:20][CH:21]=3)[C:16]2=[O:25])[CH:7]=[CH:8][CH:9]=1. (6) Given the reactants O=P(Cl)(Cl)Cl.[NH2:6][C:7]1[CH:8]=[N:9][CH:10]=[C:11]([F:37])[C:12]=1[CH2:13][CH2:14][C@H:15]1[O:20][CH2:19][C@@H:18]([CH2:21][O:22][Si](C(C)(C)C)(C)C)[N:17]([C:30]([O:32][C:33]([CH3:36])([CH3:35])[CH3:34])=[O:31])[CH2:16]1.[C:38]([O:42][C:43]([NH:45][C@H:46]([C:62](O)=[O:63])[CH:47]([C:55]1[CH:60]=[CH:59][C:58]([F:61])=[CH:57][CH:56]=1)[C:48]1[CH:53]=[CH:52][C:51]([F:54])=[CH:50][CH:49]=1)=[O:44])([CH3:41])([CH3:40])[CH3:39].CCCC[N+](CCCC)(CCCC)CCCC.[F-], predict the reaction product. The product is: [C:38]([O:42][C:43]([NH:45][C@H:46]([C:62]([NH:6][C:7]1[CH:8]=[N:9][CH:10]=[C:11]([F:37])[C:12]=1[CH2:13][CH2:14][C@H:15]1[O:20][CH2:19][C@@H:18]([CH2:21][OH:22])[N:17]([C:30]([O:32][C:33]([CH3:36])([CH3:34])[CH3:35])=[O:31])[CH2:16]1)=[O:63])[CH:47]([C:55]1[CH:60]=[CH:59][C:58]([F:61])=[CH:57][CH:56]=1)[C:48]1[CH:53]=[CH:52][C:51]([F:54])=[CH:50][CH:49]=1)=[O:44])([CH3:40])([CH3:41])[CH3:39]. (7) Given the reactants [CH3:1][O:2][C:3]([C:5]#[C:6][C:7]([O:9][CH3:10])=[O:8])=[O:4].[CH3:11][NH:12][NH2:13], predict the reaction product. The product is: [CH3:1][O:2][C:3](=[O:4])/[C:5](/[N:12]([CH3:11])[NH2:13])=[CH:6]\[C:7]([O:9][CH3:10])=[O:8].